Predict the reactants needed to synthesize the given product. From a dataset of Full USPTO retrosynthesis dataset with 1.9M reactions from patents (1976-2016). (1) Given the product [Si:13]([O:3][C@@H:2]([CH3:4])[C:1]([O:6][CH2:7][CH3:8])=[O:5])([C:9]([CH3:12])([CH3:11])[CH3:10])([CH3:15])[CH3:14], predict the reactants needed to synthesize it. The reactants are: [C:1]([O:6][CH2:7][CH3:8])(=[O:5])[C@H:2]([CH3:4])[OH:3].[C:9]([Si:13](Cl)([CH3:15])[CH3:14])([CH3:12])([CH3:11])[CH3:10].N1C=CN=C1. (2) Given the product [CH2:32]([N:30]1[CH:31]=[C:27]([NH:26][C:20](=[O:22])[CH:19]([C:16]2[CH:17]=[CH:18][C:13]([O:12][C:5]3[C:4]4[C:9](=[CH:10][CH:11]=[C:2]([F:1])[CH:3]=4)[N:8]=[CH:7][CH:6]=3)=[CH:14][C:15]=2[O:24][CH3:25])[CH3:23])[CH:28]=[N:29]1)[CH3:33], predict the reactants needed to synthesize it. The reactants are: [F:1][C:2]1[CH:3]=[C:4]2[C:9](=[CH:10][CH:11]=1)[N:8]=[CH:7][CH:6]=[C:5]2[O:12][C:13]1[CH:18]=[CH:17][C:16]([CH:19]([CH3:23])[C:20]([OH:22])=O)=[C:15]([O:24][CH3:25])[CH:14]=1.[NH2:26][C:27]1[CH:28]=[N:29][N:30]([CH2:32][CH3:33])[CH:31]=1. (3) Given the product [CH3:1][NH:2][C:3]([C:5]1[CH:10]=[C:9]([O:11][C:12]2[CH:22]=[CH:21][C:15]3[N:16]=[C:17]([S:19]([CH3:20])=[O:31])[S:18][C:14]=3[CH:13]=2)[CH:8]=[CH:7][N:6]=1)=[O:4], predict the reactants needed to synthesize it. The reactants are: [CH3:1][NH:2][C:3]([C:5]1[CH:10]=[C:9]([O:11][C:12]2[CH:22]=[CH:21][C:15]3[N:16]=[C:17]([S:19][CH3:20])[S:18][C:14]=3[CH:13]=2)[CH:8]=[CH:7][N:6]=1)=[O:4].C1C=C(Cl)C=C(C(OO)=[O:31])C=1.C(=O)(O)[O-].[Na+]. (4) Given the product [CH3:8][C:5]1[CH:6]=[CH:7][C:2]2[N:1]=[C:12]([C:14]3[CH:15]=[CH:16][C:17]([C:20]([F:21])([F:22])[F:23])=[CH:18][CH:19]=3)[CH2:11][O:9][C:3]=2[CH:4]=1, predict the reactants needed to synthesize it. The reactants are: [NH2:1][C:2]1[CH:7]=[CH:6][C:5]([CH3:8])=[CH:4][C:3]=1[OH:9].Br[CH2:11][C:12]([C:14]1[CH:19]=[CH:18][C:17]([C:20]([F:23])([F:22])[F:21])=[CH:16][CH:15]=1)=O. (5) Given the product [OH:17][CH:16]([C:18]1[CH:23]=[CH:22][CH:21]=[CH:20][CH:19]=1)[CH2:15][CH2:14][CH2:13][CH2:12][N:3]1[C:4](=[O:11])[C:5]2[C:10](=[CH:9][CH:8]=[CH:7][CH:6]=2)[C:2]1=[O:1], predict the reactants needed to synthesize it. The reactants are: [O:1]=[C:2]1[C:10]2[C:5](=[CH:6][CH:7]=[CH:8][CH:9]=2)[C:4](=[O:11])[N:3]1[CH2:12][CH2:13][CH2:14][CH2:15][CH:16]=[O:17].[C:18]1([Mg]Br)[CH:23]=[CH:22][CH:21]=[CH:20][CH:19]=1.O1CCCC1.[Cl-].[NH4+]. (6) Given the product [OH:2][C:3]1[CH:4]=[C:5]([CH:8]=[C:9]([OH:11])[CH:10]=1)[C:6]#[N:7], predict the reactants needed to synthesize it. The reactants are: C[O:2][C:3]1[CH:4]=[C:5]([CH:8]=[C:9]([O:11]C)[CH:10]=1)[C:6]#[N:7].B(Br)(Br)Br. (7) Given the product [Cl:31][C:30]1[C:10]([C:7]2[CH:6]=[CH:5][C:4]([CH:1]([OH:3])[CH3:2])=[CH:9][CH:8]=2)=[CH:11][C:12]2[N:16]=[C:15]([O:17][C:18]3[CH:19]=[CH:20][C:21]([CH3:28])=[C:22]([CH:27]=3)[C:23]([O:25][CH3:26])=[O:24])[NH:14][C:13]=2[CH:29]=1, predict the reactants needed to synthesize it. The reactants are: [C:1]([C:4]1[CH:9]=[CH:8][C:7]([C:10]2[C:30]([Cl:31])=[CH:29][C:13]3[NH:14][C:15]([O:17][C:18]4[CH:19]=[CH:20][C:21]([CH3:28])=[C:22]([CH:27]=4)[C:23]([O:25][CH3:26])=[O:24])=[N:16][C:12]=3[CH:11]=2)=[CH:6][CH:5]=1)(=[O:3])[CH3:2].[BH4-].[Na+]. (8) Given the product [CH3:3][O:4][C:5]1[CH:10]=[CH:9][C:8]([O:11][C@@H:13]([CH2:17][CH3:18])[C:14]([NH2:22])=[O:15])=[CH:7][CH:6]=1, predict the reactants needed to synthesize it. The reactants are: [H-].[Na+].[CH3:3][O:4][C:5]1[CH:10]=[CH:9][C:8]([OH:11])=[CH:7][CH:6]=1.Cl[C@@H:13]([CH2:17][CH3:18])[C:14](O)=[O:15].Cl.C(N1C=CN=C1)([N:22]1C=CN=C1)=O.N. (9) Given the product [CH2:12]([N:1]([CH:19]1[CH2:20][CH2:21][O:16][CH2:17][CH2:18]1)[C:2]1[C:3]([CH3:11])=[C:4]([C:7]([O:9][CH3:10])=[O:8])[S:5][CH:6]=1)[CH3:13], predict the reactants needed to synthesize it. The reactants are: [NH2:1][C:2]1[C:3]([CH3:11])=[C:4]([C:7]([O:9][CH3:10])=[O:8])[S:5][CH:6]=1.[CH3:12][C:13](O)=O.[O:16]1[CH2:21][CH2:20][C:19](=O)[CH2:18][CH2:17]1.[BH-](OC(C)=O)(OC(C)=O)OC(C)=O.[Na+].C(=O)C.